From a dataset of Full USPTO retrosynthesis dataset with 1.9M reactions from patents (1976-2016). Predict the reactants needed to synthesize the given product. Given the product [OH:24][C@@H:21]1[CH2:22][CH2:23][N:19]([C:17](=[O:18])[CH2:16][O:15][C:13]2[C:12]3[C:7](=[CH:8][C:9]([CH3:25])=[CH:10][CH:11]=3)[N:6]=[C:5]([C:3]([OH:4])=[O:2])[CH:14]=2)[CH2:20]1, predict the reactants needed to synthesize it. The reactants are: C[O:2][C:3]([C:5]1[CH:14]=[C:13]([O:15][CH2:16][C:17]([N:19]2[CH2:23][CH2:22][C@@H:21]([OH:24])[CH2:20]2)=[O:18])[C:12]2[C:7](=[CH:8][C:9]([CH3:25])=[CH:10][CH:11]=2)[N:6]=1)=[O:4].[OH-].[Na+].